From a dataset of Reaction yield outcomes from USPTO patents with 853,638 reactions. Predict the reaction yield, written as a fraction of the theoretical maximum amount of product (1.0 means a 100% yield; for example, 0.34 means a 34% yield). (1) The reactants are [Si:1]([O:8][C@H:9]1[CH2:14][CH2:13][C@@:12]([C@H:16]2[CH2:24][CH2:23][C@@:22]3([CH3:25])[C@@H:18]([CH2:19][CH2:20][C:21]3=[O:26])[C@@H:17]2[CH2:27][O:28][Si:29]([C:42]([CH3:45])([CH3:44])[CH3:43])([C:36]2[CH:41]=[CH:40][CH:39]=[CH:38][CH:37]=2)[C:30]2[CH:35]=[CH:34][CH:33]=[CH:32][CH:31]=2)([CH3:15])[C@@H:11]([CH2:46][O:47][Si:48]([C:51]([CH3:54])([CH3:53])[CH3:52])([CH3:50])[CH3:49])[CH2:10]1)([C:4]([CH3:7])([CH3:6])[CH3:5])([CH3:3])[CH3:2].[Li]C.[C:57]([O-])(O)=O.[Na+]. The catalyst is C1COCC1.CCOCC.CCOC(C)=O. The product is [Si:1]([O:8][C@H:9]1[CH2:14][CH2:13][C@@:12]([C@H:16]2[CH2:24][CH2:23][C@@:22]3([CH3:25])[C@@H:18]([CH2:19][CH2:20][C@:21]3([CH3:57])[OH:26])[C@@H:17]2[CH2:27][O:28][Si:29]([C:42]([CH3:43])([CH3:45])[CH3:44])([C:30]2[CH:31]=[CH:32][CH:33]=[CH:34][CH:35]=2)[C:36]2[CH:37]=[CH:38][CH:39]=[CH:40][CH:41]=2)([CH3:15])[C@@H:11]([CH2:46][O:47][Si:48]([C:51]([CH3:54])([CH3:53])[CH3:52])([CH3:49])[CH3:50])[CH2:10]1)([C:4]([CH3:7])([CH3:5])[CH3:6])([CH3:3])[CH3:2]. The yield is 0.150. (2) The reactants are [C:1]([O:5][C:6]([N:8]1[C:16]2[C:11](=[CH:12][C:13]([N+:17]([O-:19])=[O:18])=[CH:14][CH:15]=2)[C:10](Br)=[N:9]1)=[O:7])([CH3:4])([CH3:3])[CH3:2].C(N(CC)CC)C.[CH3:28][Si:29]([C:32]#[CH:33])([CH3:31])[CH3:30]. The catalyst is CN(C=O)C.[Cu](I)I. The yield is 0.450. The product is [C:1]([O:5][C:6]([N:8]1[C:16]2[C:11](=[CH:12][C:13]([N+:17]([O-:19])=[O:18])=[CH:14][CH:15]=2)[C:10]([C:33]#[C:32][Si:29]([CH3:31])([CH3:30])[CH3:28])=[N:9]1)=[O:7])([CH3:4])([CH3:3])[CH3:2]. (3) The reactants are [N-:1]=[N+:2]=[N-:3].[Na+].C(#N)C.[Si](Cl)(Cl)(Cl)Cl.C(Cl)Cl.[C:16]([C:18]1[C:19]([C:32]2[CH:37]=[CH:36][C:35]([Cl:38])=[CH:34][C:33]=2[Cl:39])=[C:20]([C:29]([NH2:31])=O)[S:21][C:22]=1[N:23]1[CH2:28][CH2:27][O:26][CH2:25][CH2:24]1)#[N:17]. No catalyst specified. The product is [Cl:39][C:33]1[CH:34]=[C:35]([Cl:38])[CH:36]=[CH:37][C:32]=1[C:19]1[C:18]([C:16]#[N:17])=[C:22]([N:23]2[CH2:28][CH2:27][O:26][CH2:25][CH2:24]2)[S:21][C:20]=1[C:29]1[NH:31][N:3]=[N:2][N:1]=1. The yield is 0.544.